This data is from NCI-60 drug combinations with 297,098 pairs across 59 cell lines. The task is: Regression. Given two drug SMILES strings and cell line genomic features, predict the synergy score measuring deviation from expected non-interaction effect. (1) Drug 1: CN1C(=O)N2C=NC(=C2N=N1)C(=O)N. Drug 2: N.N.Cl[Pt+2]Cl. Cell line: RXF 393. Synergy scores: CSS=5.25, Synergy_ZIP=-1.34, Synergy_Bliss=-2.67, Synergy_Loewe=-27.2, Synergy_HSA=-2.57. (2) Drug 2: CCC1=C2CN3C(=CC4=C(C3=O)COC(=O)C4(CC)O)C2=NC5=C1C=C(C=C5)O. Synergy scores: CSS=43.0, Synergy_ZIP=-4.13, Synergy_Bliss=2.87, Synergy_Loewe=-0.294, Synergy_HSA=3.78. Cell line: KM12. Drug 1: CC1=C2C(C(=O)C3(C(CC4C(C3C(C(C2(C)C)(CC1OC(=O)C(C(C5=CC=CC=C5)NC(=O)C6=CC=CC=C6)O)O)OC(=O)C7=CC=CC=C7)(CO4)OC(=O)C)O)C)OC(=O)C. (3) Drug 2: C1=CC(=CC=C1C#N)C(C2=CC=C(C=C2)C#N)N3C=NC=N3. Cell line: RXF 393. Drug 1: C1=CC(=CC=C1CCC2=CNC3=C2C(=O)NC(=N3)N)C(=O)NC(CCC(=O)O)C(=O)O. Synergy scores: CSS=10.7, Synergy_ZIP=-4.24, Synergy_Bliss=-2.56, Synergy_Loewe=-2.63, Synergy_HSA=-0.500. (4) Drug 1: C1=CC=C(C=C1)NC(=O)CCCCCCC(=O)NO. Drug 2: CCC1(C2=C(COC1=O)C(=O)N3CC4=CC5=C(C=CC(=C5CN(C)C)O)N=C4C3=C2)O.Cl. Cell line: M14. Synergy scores: CSS=45.9, Synergy_ZIP=1.16, Synergy_Bliss=3.44, Synergy_Loewe=-9.37, Synergy_HSA=1.56. (5) Drug 1: CC1=C(C(CCC1)(C)C)C=CC(=CC=CC(=CC(=O)O)C)C. Drug 2: CC1=C(C=C(C=C1)C(=O)NC2=CC(=CC(=C2)C(F)(F)F)N3C=C(N=C3)C)NC4=NC=CC(=N4)C5=CN=CC=C5. Cell line: KM12. Synergy scores: CSS=-5.36, Synergy_ZIP=6.12, Synergy_Bliss=6.28, Synergy_Loewe=-2.29, Synergy_HSA=-3.23. (6) Drug 1: CCCS(=O)(=O)NC1=C(C(=C(C=C1)F)C(=O)C2=CNC3=C2C=C(C=N3)C4=CC=C(C=C4)Cl)F. Drug 2: C1C(C(OC1N2C=NC(=NC2=O)N)CO)O. Cell line: EKVX. Synergy scores: CSS=-2.35, Synergy_ZIP=1.41, Synergy_Bliss=0.792, Synergy_Loewe=1.07, Synergy_HSA=-1.68. (7) Drug 1: CS(=O)(=O)C1=CC(=C(C=C1)C(=O)NC2=CC(=C(C=C2)Cl)C3=CC=CC=N3)Cl. Drug 2: CN1C2=C(C=C(C=C2)N(CCCl)CCCl)N=C1CCCC(=O)O.Cl. Cell line: SR. Synergy scores: CSS=64.0, Synergy_ZIP=11.2, Synergy_Bliss=13.7, Synergy_Loewe=17.1, Synergy_HSA=17.5. (8) Drug 1: C1=CC(=CC=C1C#N)C(C2=CC=C(C=C2)C#N)N3C=NC=N3. Drug 2: CC1=C(C(=CC=C1)Cl)NC(=O)C2=CN=C(S2)NC3=CC(=NC(=N3)C)N4CCN(CC4)CCO. Cell line: SF-268. Synergy scores: CSS=-3.02, Synergy_ZIP=2.22, Synergy_Bliss=1.30, Synergy_Loewe=-4.76, Synergy_HSA=-3.12.